This data is from Reaction yield outcomes from USPTO patents with 853,638 reactions. The task is: Predict the reaction yield, written as a fraction of the theoretical maximum amount of product (1.0 means a 100% yield; for example, 0.34 means a 34% yield). (1) The reactants are [CH2:1]([O:3][C:4](=[O:15])/[CH:5]=[C:6](\[NH2:14])/[C@H:7]([CH3:13])[C@H:8]([CH3:12])[CH2:9][CH2:10][CH3:11])[CH3:2].[C:16](Cl)(=[O:18])[CH3:17].N1C=CC=CC=1. The catalyst is C(Cl)Cl. The product is [CH2:1]([O:3][C:4](=[O:15])/[CH:5]=[C:6](\[NH:14][C:16](=[O:18])[CH3:17])/[C@H:7]([CH3:13])[C@H:8]([CH3:12])[CH2:9][CH2:10][CH3:11])[CH3:2]. The yield is 0.930. (2) The reactants are Cl[C:2]1[CH:7]=[C:6]([CH2:8][CH3:9])[N:5]=[C:4]([NH2:10])[N:3]=1.N1C=CC=CC=1.[C:17]1([CH:23]([N:25]2[CH2:29][CH2:28][CH:27]3[CH2:30][NH:31][CH2:32][CH:26]23)[CH3:24])[CH:22]=[CH:21][CH:20]=[CH:19][CH:18]=1. The catalyst is CCO. The product is [CH2:8]([C:6]1[CH:7]=[C:2]([N:31]2[CH2:30][C@@H:27]3[C@@H:26]([N:25]([CH:23]([C:17]4[CH:22]=[CH:21][CH:20]=[CH:19][CH:18]=4)[CH3:24])[CH2:29][CH2:28]3)[CH2:32]2)[N:3]=[C:4]([NH2:10])[N:5]=1)[CH3:9]. The yield is 0.280. (3) The reactants are [CH2:1]([N:3]1[C:11]2[C:6](=[C:7]([O:13][CH3:14])[CH:8]=[CH:9][C:10]=2[F:12])[C:5]([CH2:15][CH2:16][OH:17])=[CH:4]1)C.F[C:19]1[CH:20]=[C:21]([C:19]2[CH:27]=[CH:23][CH:22]=[CH:21][CH:20]=2)[C:22](OC)=[C:23]2[C:27]=1NC=C2CCO. No catalyst specified. The product is [F:12][C:10]1[CH:9]=[C:8]([C:19]2[CH:20]=[CH:21][CH:22]=[CH:23][CH:27]=2)[C:7]([O:13][CH3:14])=[C:6]2[C:11]=1[N:3]([CH3:1])[CH:4]=[C:5]2[CH2:15][CH2:16][OH:17]. The yield is 0.900. (4) The reactants are C(OC([N:8]1[CH2:11][CH:10]([NH:12][C:13]2[CH:14]=[C:15]3[C:24](=[CH:25][C:26]=2[CH3:27])[O:23][CH2:22][C:21]2[N:16]3[C@@H:17]([CH3:29])[C:18](=[O:28])[NH:19][N:20]=2)[CH2:9]1)=O)(C)(C)C.[C:30]([OH:36])([C:32]([F:35])([F:34])[F:33])=[O:31]. The catalyst is C(Cl)Cl. The product is [F:33][C:32]([F:35])([F:34])[C:30]([OH:36])=[O:31].[NH:8]1[CH2:9][CH:10]([NH:12][C:13]2[CH:14]=[C:15]3[C:24](=[CH:25][C:26]=2[CH3:27])[O:23][CH2:22][C:21]2[N:16]3[C@@H:17]([CH3:29])[C:18](=[O:28])[NH:19][N:20]=2)[CH2:11]1. The yield is 0.980. (5) The reactants are Cl[C:2]1[C:11]2[C:6](=[CH:7][C:8]([O:19][CH3:20])=[C:9]([S:12]([C:15]([CH3:18])([CH3:17])[CH3:16])(=[O:14])=[O:13])[CH:10]=2)[N:5]=[CH:4][CH:3]=1.[F:21][C:22]1[CH:23]=[C:24]2[C:30]([NH2:31])=[N:29][NH:28][C:25]2=[N:26][CH:27]=1.CCO. The catalyst is Cl.CO. The product is [C:15]([S:12]([C:9]1[CH:10]=[C:11]2[C:6](=[CH:7][C:8]=1[O:19][CH3:20])[N:5]=[CH:4][CH:3]=[C:2]2[NH:31][C:30]1[C:24]2[C:25](=[N:26][CH:27]=[C:22]([F:21])[CH:23]=2)[NH:28][N:29]=1)(=[O:14])=[O:13])([CH3:18])([CH3:17])[CH3:16]. The yield is 0.320. (6) The reactants are CS(Cl)(=O)=O.OCC[N:9](CCO)[S:10]([C:13]1[CH:18]=[CH:17][C:16](C)=[CH:15][CH:14]=1)(=[O:12])=[O:11].C(N(CC)CC)C. The catalyst is ClCCl. The product is [C:13]1([S:10]([NH2:9])(=[O:12])=[O:11])[CH:18]=[CH:17][CH:16]=[CH:15][CH:14]=1. The yield is 0.857.